Dataset: Forward reaction prediction with 1.9M reactions from USPTO patents (1976-2016). Task: Predict the product of the given reaction. (1) Given the reactants [F:1][C:2]1[CH:9]=[CH:8][C:5]([CH:6]=O)=[CH:4][CH:3]=1.[CH2:10]([NH2:14])[CH:11]([CH3:13])[CH3:12].[BH4-].[Na+].CO, predict the reaction product. The product is: [F:1][C:2]1[CH:9]=[CH:8][C:5]([CH2:6][NH:14][CH2:10][CH:11]([CH3:13])[CH3:12])=[CH:4][CH:3]=1. (2) Given the reactants [C:1]12([NH2:11])[CH2:10][CH:5]3[CH2:6][CH:7]([CH2:9][CH:3]([CH2:4]3)[CH2:2]1)[CH2:8]2.[O:12]1[CH:16]=[N:15][C:14]([C:17]2[CH:24]=[CH:23][C:20]([CH:21]=O)=[CH:19][CH:18]=2)=[N:13]1, predict the reaction product. The product is: [C:1]12([NH:11][CH2:21][C:20]3[CH:19]=[CH:18][C:17]([C:14]4[N:15]=[CH:16][O:12][N:13]=4)=[CH:24][CH:23]=3)[CH2:8][CH:7]3[CH2:6][CH:5]([CH2:4][CH:3]([CH2:9]3)[CH2:2]1)[CH2:10]2. (3) Given the reactants C(OC([N:11]1[CH2:20][CH2:19][C:18]2[C:13](=[CH:14][CH:15]=[C:16]([F:22])[C:17]=2Br)[CH:12]1[C:23]1[CH:28]=[C:27]([F:29])[CH:26]=[CH:25][C:24]=1[OH:30])=O)C1C=CC=CC=1.C([O-])([O-])=O.[Cs+].[Cs+].Br[CH2:38][C:39]([O:41][CH2:42][CH3:43])=[O:40], predict the reaction product. The product is: [CH2:42]([O:41][C:39](=[O:40])[CH2:38][O:30][C:24]1[CH:25]=[CH:26][C:27]([F:29])=[CH:28][C:23]=1[CH:12]1[C:13]2[C:18](=[CH:17][C:16]([F:22])=[CH:15][CH:14]=2)[CH2:19][CH2:20][NH:11]1)[CH3:43]. (4) Given the reactants [K+].[Br-].NC1C=CC=CC=1[NH:10][C:11]([C:13]1S[C:15]([C:18]([NH:20][C:21]2[CH:26]=[CH:25][C:24](C)=[C:23]([NH:28][C:29]3[S:30][CH:31]=[C:32]([C:34]4[CH:35]=[N:36][CH:37]=[CH:38][CH:39]=4)[N:33]=3)[CH:22]=2)=[O:19])=[CH:16][CH:17]=1)=[O:12].[OH2:40].Cl.Cl[C:43]1C=C(NC2C3C(=CC=C(C4C=CC(/C=C/C(NO)=O)=CC=4)C=3)N=CN=2)C=C[C:48]=1OCC1C=CC=C(F)C=1.ClC1C=C(NC2C3C(=CC=C(C4C=C(/C=C/C(NO)=O)C=CC=4)C=3)N=CN=2)C=CC=1OCC1C=CC=C(F)C=1.Cl, predict the reaction product. The product is: [OH:40][NH:10][C:11](=[O:12])[C:13]1[CH:48]=[CH:43][C:15]([C:18]([NH:20][C:21]2[CH:26]=[CH:25][CH:24]=[C:23]([NH:28][C:29]3[S:30][CH:31]=[C:32]([C:34]4[CH:35]=[N:36][CH:37]=[CH:38][CH:39]=4)[N:33]=3)[CH:22]=2)=[O:19])=[CH:16][CH:17]=1. (5) Given the reactants [Br:1][C:2]1[CH:7]=[CH:6][C:5]([F:8])=[CH:4][C:3]=1[OH:9].C(N(C(C)C)CC)(C)C.[CH3:19][O:20][CH2:21]Cl, predict the reaction product. The product is: [Br:1][C:2]1[CH:7]=[CH:6][C:5]([F:8])=[CH:4][C:3]=1[O:9][CH2:19][O:20][CH3:21].